From a dataset of Peptide-MHC class II binding affinity with 134,281 pairs from IEDB. Regression. Given a peptide amino acid sequence and an MHC pseudo amino acid sequence, predict their binding affinity value. This is MHC class II binding data. The peptide sequence is EPAYFATAESVRDHL. The MHC is DRB1_0701 with pseudo-sequence DRB1_0701. The binding affinity (normalized) is 0.614.